From a dataset of Full USPTO retrosynthesis dataset with 1.9M reactions from patents (1976-2016). Predict the reactants needed to synthesize the given product. (1) Given the product [Cl:14][C:11]1[C:12]([F:13])=[C:7]([CH:5]2[CH2:4][N:3]([CH:36]3[CH2:35][O:41][CH2:39]3)[CH2:6]2)[C:8]([O:28][CH3:29])=[C:9]([CH:15]([N:17]2[C:21]3=[N:22][CH:23]=[N:24][C:25]([NH2:26])=[C:20]3[C:19]([CH3:27])=[N:18]2)[CH3:16])[CH:10]=1, predict the reactants needed to synthesize it. The reactants are: Cl.Cl.[NH:3]1[CH2:6][CH:5]([C:7]2[C:8]([O:28][CH3:29])=[C:9]([CH:15]([N:17]3[C:21]4=[N:22][CH:23]=[N:24][C:25]([NH2:26])=[C:20]4[C:19]([CH3:27])=[N:18]3)[CH3:16])[CH:10]=[C:11]([Cl:14])[C:12]=2[F:13])[CH2:4]1.C(N([CH2:35][CH3:36])CC)C.C=O.[C:39](O[BH-](OC(=O)C)OC(=O)C)(=[O:41])C.[Na+]. (2) Given the product [CH3:30][O:29][C:25](=[O:28])/[CH:26]=[CH:27]/[C:21]1[CH:22]=[CH:23][C:15]2[O:14][C:10]3([CH2:11][CH2:12][CH2:13][N:8]([C:6]([O:5][C:1]([CH3:4])([CH3:3])[CH3:2])=[O:7])[CH2:9]3)[NH:18][C:17](=[O:19])[C:16]=2[CH:20]=1, predict the reactants needed to synthesize it. The reactants are: [C:1]([O:5][C:6]([N:8]1[CH2:13][CH2:12][CH2:11][C:10]2([NH:18][C:17](=[O:19])[C:16]3[CH:20]=[C:21](Br)[CH:22]=[CH:23][C:15]=3[O:14]2)[CH2:9]1)=[O:7])([CH3:4])([CH3:3])[CH3:2].[C:25]([O:29][CH3:30])(=[O:28])[CH:26]=[CH2:27].COC(=O)/C=C/C1C=C2C(=CC=1)OC1(CNC1)CC2=O. (3) Given the product [OH:21][C:15]1[CH:20]=[CH:19][C:18]([C:6]23[CH2:7][C:8]4([CH3:11])[CH2:9][C:2]([CH3:1])([CH2:3][C:4]([C:2]5[CH:12]=[CH:6][C:5]([OH:27])=[CH:4][CH:3]=5)([CH2:10]4)[CH2:5]2)[CH2:12]3)=[CH:17][CH:16]=1, predict the reactants needed to synthesize it. The reactants are: [CH3:1][C:2]12[CH2:12][C:6]3(O)[CH2:7][C:8]([CH3:11])([CH2:10][C:4](O)([CH2:5]3)[CH2:3]1)[CH2:9]2.[C:15]1([OH:21])[CH:20]=[CH:19][CH:18]=[CH:17][CH:16]=1.CS(O)(=O)=O.[OH2:27]. (4) Given the product [CH3:19][O:20][C:21](=[O:24])[CH2:22][NH:23][C:15](=[O:17])[C@H:9]([CH2:10][O:11][CH2:12][CH:13]=[CH2:14])[NH:8][C:6]([O:5][C:1]([CH3:2])([CH3:3])[CH3:4])=[O:7], predict the reactants needed to synthesize it. The reactants are: [C:1]([O:5][C:6]([NH:8][C@H:9]([C:15]([OH:17])=O)[CH2:10][O:11][CH2:12][CH:13]=[CH2:14])=[O:7])([CH3:4])([CH3:3])[CH3:2].Cl.[CH3:19][O:20][C:21](=[O:24])[CH2:22][NH2:23].C(N(CC)C(C)C)(C)C.C1C=C2N=NN(O)C2=CC=1.O.CCN=C=NCCCN(C)C.Cl. (5) Given the product [C:12]([Si:16]([CH3:26])([CH3:27])[O:17][CH2:18][CH2:19][C:20]([CH3:25])([CH3:24])[CH2:21]/[CH:22]=[C:6]1\[C:7](=[O:11])[NH:8][C:9]2[C:5]\1=[CH:4][CH:3]=[C:2]([Cl:1])[CH:10]=2)([CH3:15])([CH3:14])[CH3:13], predict the reactants needed to synthesize it. The reactants are: [Cl:1][C:2]1[CH:10]=[C:9]2[C:5]([CH2:6][C:7](=[O:11])[NH:8]2)=[CH:4][CH:3]=1.[C:12]([Si:16]([CH3:27])([CH3:26])[O:17][CH2:18][CH2:19][C:20]([CH3:25])([CH3:24])[CH2:21][CH:22]=O)([CH3:15])([CH3:14])[CH3:13].C[O-].[Na+]. (6) Given the product [CH3:17][O:16][P:15]([CH2:8][C:23](=[O:22])[CH2:27][CH2:26][CH2:25][NH:24][C:28](=[O:29])[O:30][C:31]([CH3:34])([CH3:33])[CH3:32])([O:38][CH3:39])=[O:21], predict the reactants needed to synthesize it. The reactants are: N(C(C)C)C(C)C.[CH2:8]([Li])CCCCC.[PH:15](=[O:21])([O-])[O:16][CH:17](C)C.[O:22]=[C:23]1[CH2:27][CH2:26][CH2:25][N:24]1[C:28]([O:30][C:31]([CH3:34])([CH3:33])[CH3:32])=[O:29].C1[CH2:39][O:38]CC1.